From a dataset of Peptide-MHC class II binding affinity with 134,281 pairs from IEDB. Regression. Given a peptide amino acid sequence and an MHC pseudo amino acid sequence, predict their binding affinity value. This is MHC class II binding data. (1) The peptide sequence is IIEECEHLEDGIYGI. The MHC is DRB1_1301 with pseudo-sequence DRB1_1301. The binding affinity (normalized) is 0. (2) The binding affinity (normalized) is 0.517. The peptide sequence is KTVAMVLSIVSLFPL. The MHC is DRB1_0301 with pseudo-sequence DRB1_0301. (3) The peptide sequence is NQAFRNIVNMLHGVR. The MHC is HLA-DPA10103-DPB10401 with pseudo-sequence HLA-DPA10103-DPB10401. The binding affinity (normalized) is 0.120. (4) The peptide sequence is GFAPAAAQAVETAAQ. The MHC is HLA-DQA10102-DQB10602 with pseudo-sequence HLA-DQA10102-DQB10602. The binding affinity (normalized) is 0.167. (5) The peptide sequence is MASSSSVLLVVALFA. The MHC is DRB1_1201 with pseudo-sequence DRB1_1201. The binding affinity (normalized) is 0.326.